Dataset: Forward reaction prediction with 1.9M reactions from USPTO patents (1976-2016). Task: Predict the product of the given reaction. (1) Given the reactants [NH:1]1C=CN=C1.[N:6]1([N:11]=[C:12]2[CH:17]=[CH:16][C:15]([NH:18][C:19](=[O:38])[CH:20]([C:32]3[CH:37]=[CH:36][CH:35]=[CH:34][CH:33]=3)[NH:21][C:22]([NH:24][C:25]3C=[CH:29][C:28]([Br:31])=[CH:27][CH:26]=3)=[S:23])=[CH:14][CH2:13]2)[CH2:10][CH2:9][CH2:8][CH2:7]1, predict the reaction product. The product is: [N:6]1([N:11]=[C:12]2[CH:17]=[CH:16][C:15]([NH:18][C:19](=[O:38])[CH:20]([C:32]3[CH:37]=[CH:36][CH:35]=[CH:34][CH:33]=3)[NH:21][C:22]([NH:24][C:25]3[CH:26]=[CH:27][C:28]([Br:31])=[CH:29][N:1]=3)=[S:23])=[CH:14][CH2:13]2)[CH2:10][CH2:9][CH2:8][CH2:7]1. (2) Given the reactants [N:1]([CH2:4][C:5]1[C:10]([CH2:11][CH3:12])=[N:9][C:8]2[N:13]([CH2:16][CH3:17])[N:14]=[CH:15][C:7]=2[C:6]=1[NH:18][CH:19]1[CH2:24][CH2:23][O:22][CH2:21][CH2:20]1)=[N+]=[N-].CCOCC, predict the reaction product. The product is: [NH2:1][CH2:4][C:5]1[C:10]([CH2:11][CH3:12])=[N:9][C:8]2[N:13]([CH2:16][CH3:17])[N:14]=[CH:15][C:7]=2[C:6]=1[NH:18][CH:19]1[CH2:20][CH2:21][O:22][CH2:23][CH2:24]1. (3) Given the reactants [Br:1][C:2]1[CH:7]=[CH:6][C:5]([CH2:8][CH2:9][NH2:10])=[CH:4][CH:3]=1.C(N(CC)CC)C.[F:18][C:19]([F:30])([F:29])[C:20](O[C:20](=[O:21])[C:19]([F:30])([F:29])[F:18])=[O:21], predict the reaction product. The product is: [Br:1][C:2]1[CH:7]=[CH:6][C:5]([CH2:8][CH2:9][NH:10][C:20](=[O:21])[C:19]([F:30])([F:29])[F:18])=[CH:4][CH:3]=1. (4) Given the reactants [F:1][CH:2]([F:19])[O:3][C:4]1[CH:10]=[C:9]([N:11]2[CH:15]=[C:14]([CH3:16])[N:13]=[CH:12]2)[C:7]([NH2:8])=[C:6]([O:17][CH3:18])[CH:5]=1.[N:20]([O-])=O.[Na+], predict the reaction product. The product is: [F:19][CH:2]([F:1])[O:3][C:4]1[CH:5]=[C:6]([O:17][CH3:18])[C:7]2[N:8]=[N:20][C:15]3=[C:14]([CH3:16])[N:13]=[CH:12][N:11]3[C:9]=2[CH:10]=1. (5) Given the reactants [CH2:1]([O:3][C:4]([C:6]1[CH:7]=[N:8][N:9]([C:12]2[C:17]([CH3:18])=[CH:16][C:15](Cl)=[CH:14][N:13]=2)[C:10]=1[CH3:11])=[O:5])[CH3:2].[CH:20]1(B(O)O)[CH2:22][CH2:21]1.P([O-])([O-])([O-])=O.[K+].[K+].[K+].C(Cl)(Cl)Cl, predict the reaction product. The product is: [CH2:1]([O:3][C:4]([C:6]1[CH:7]=[N:8][N:9]([C:12]2[C:17]([CH3:18])=[CH:16][C:15]([CH:20]3[CH2:22][CH2:21]3)=[CH:14][N:13]=2)[C:10]=1[CH3:11])=[O:5])[CH3:2]. (6) Given the reactants [Cl:1][C:2]1[CH:10]=[C:9]([N+:11]([O-:13])=[O:12])[C:8]([O:14][CH3:15])=[CH:7][C:3]=1[C:4]([OH:6])=O.CN(C(O[N:24]1N=N[C:26]2[CH:27]=[CH:28][CH:29]=[CH:30][C:25]1=2)=[N+](C)C)C.F[P-](F)(F)(F)(F)F.NC1C=CC=CC=1.C(N(C(C)C)CC)(C)C, predict the reaction product. The product is: [Cl:1][C:2]1[CH:10]=[C:9]([N+:11]([O-:13])=[O:12])[C:8]([O:14][CH3:15])=[CH:7][C:3]=1[C:4]([NH:24][C:25]1[CH:30]=[CH:29][CH:28]=[CH:27][CH:26]=1)=[O:6].